Dataset: Forward reaction prediction with 1.9M reactions from USPTO patents (1976-2016). Task: Predict the product of the given reaction. (1) Given the reactants [OH:1][CH2:2][C:3]1[CH:8]=[C:7]([CH3:9])[N:6]=[C:5]([O:10][C@@H:11]([C:16]([O:29][CH3:30])([C:23]2[CH:28]=[CH:27][CH:26]=[CH:25][CH:24]=2)[C:17]2[CH:22]=[CH:21][CH:20]=[CH:19][CH:18]=2)[C:12]([O:14]C)=[O:13])[N:4]=1.[OH-].[Na+], predict the reaction product. The product is: [OH:1][CH2:2][C:3]1[CH:8]=[C:7]([CH3:9])[N:6]=[C:5]([O:10][C@@H:11]([C:16]([O:29][CH3:30])([C:17]2[CH:22]=[CH:21][CH:20]=[CH:19][CH:18]=2)[C:23]2[CH:24]=[CH:25][CH:26]=[CH:27][CH:28]=2)[C:12]([OH:14])=[O:13])[N:4]=1. (2) Given the reactants Br[CH2:2][CH2:3][O:4][C:5]1[CH:10]=[CH:9][C:8]([C:11]2[CH:16]=[CH:15][C:14]([C:17]([O:19][CH2:20][CH3:21])=[O:18])=[CH:13][CH:12]=2)=[CH:7][C:6]=1[C:22]1[CH:31]=[CH:30][C:29]2[C:28]([CH3:33])([CH3:32])[CH2:27][CH2:26][C:25]([CH3:35])([CH3:34])[C:24]=2[CH:23]=1.[CH:36]1([NH2:39])[CH2:38][CH2:37]1, predict the reaction product. The product is: [CH:36]1([NH:39][CH2:2][CH2:3][O:4][C:5]2[CH:10]=[CH:9][C:8]([C:11]3[CH:16]=[CH:15][C:14]([C:17]([O:19][CH2:20][CH3:21])=[O:18])=[CH:13][CH:12]=3)=[CH:7][C:6]=2[C:22]2[CH:31]=[CH:30][C:29]3[C:28]([CH3:33])([CH3:32])[CH2:27][CH2:26][C:25]([CH3:35])([CH3:34])[C:24]=3[CH:23]=2)[CH2:38][CH2:37]1. (3) Given the reactants [F:1][C:2]1[CH:3]=[C:4]([C:9]([N:11]2[CH2:15][CH2:14][CH2:13][C@H:12]2[CH2:16][N:17]2[CH2:21][CH2:20][CH2:19][CH2:18]2)=[O:10])[CH:5]=[CH:6][C:7]=1[OH:8].[CH3:22][S:23]([C:26]1[CH:33]=[CH:32][C:29]([CH2:30]Cl)=[CH:28][CH:27]=1)(=[O:25])=[O:24], predict the reaction product. The product is: [F:1][C:2]1[CH:3]=[C:4]([C:9]([N:11]2[CH2:15][CH2:14][CH2:13][C@H:12]2[CH2:16][N:17]2[CH2:21][CH2:20][CH2:19][CH2:18]2)=[O:10])[CH:5]=[CH:6][C:7]=1[O:8][CH2:30][C:29]1[CH:28]=[CH:27][C:26]([S:23]([CH3:22])(=[O:25])=[O:24])=[CH:33][CH:32]=1. (4) Given the reactants [CH3:1][C:2]([CH3:16])([C@@H:5]([O:8][CH2:9][C:10]1[CH:15]=[CH:14][CH:13]=[CH:12][CH:11]=1)[CH:6]=[CH2:7])[CH2:3][OH:4].N1C=CC=CC=1.[O:23]([S:30]([CH2:33][CH2:34][CH2:35][S:36](Cl)(=[O:38])=[O:37])(=[O:32])=[O:31])[C:24]1[CH:29]=[CH:28][CH:27]=[CH:26][CH:25]=1, predict the reaction product. The product is: [CH2:35]([S:36]([O:4][CH2:3][C:2]([CH3:16])([CH3:1])[C@@H:5]([O:8][CH2:9][C:10]1[CH:11]=[CH:12][CH:13]=[CH:14][CH:15]=1)[CH:6]=[CH2:7])(=[O:37])=[O:38])[CH2:34][CH2:33][S:30]([O:23][C:24]1[CH:29]=[CH:28][CH:27]=[CH:26][CH:25]=1)(=[O:31])=[O:32].